Dataset: Full USPTO retrosynthesis dataset with 1.9M reactions from patents (1976-2016). Task: Predict the reactants needed to synthesize the given product. Given the product [C:1]([C:4]1[CH:9]=[CH:8][C:7]([N:10]2[CH2:11][CH2:12][N:13]([C:16]([C:18]3[CH:19]=[C:20]([CH:24]=[CH:25][C:26]=3[N:27]3[CH2:32][CH2:31][O:30][CH2:29][CH2:28]3)[C:21]([N:35]([CH3:36])[CH3:34])=[O:23])=[O:17])[CH2:14][CH2:15]2)=[C:6]([F:33])[CH:5]=1)(=[O:3])[CH3:2], predict the reactants needed to synthesize it. The reactants are: [C:1]([C:4]1[CH:9]=[CH:8][C:7]([N:10]2[CH2:15][CH2:14][N:13]([C:16]([C:18]3[CH:19]=[C:20]([CH:24]=[CH:25][C:26]=3[N:27]3[CH2:32][CH2:31][O:30][CH2:29][CH2:28]3)[C:21]([OH:23])=O)=[O:17])[CH2:12][CH2:11]2)=[C:6]([F:33])[CH:5]=1)(=[O:3])[CH3:2].[CH3:34][NH:35][CH3:36].